Task: Predict the product of the given reaction.. Dataset: Forward reaction prediction with 1.9M reactions from USPTO patents (1976-2016) (1) Given the reactants C([O:5][C:6](=[O:21])[CH2:7][NH:8][C:9](=[O:20])[C:10]1[CH:15]=[CH:14][C:13]([C:16]([F:19])([F:18])[F:17])=[CH:12][CH:11]=1)(C)(C)C, predict the reaction product. The product is: [F:17][C:16]([F:18])([F:19])[C:13]1[CH:12]=[CH:11][C:10]([C:9]([NH:8][CH2:7][C:6]([OH:21])=[O:5])=[O:20])=[CH:15][CH:14]=1. (2) Given the reactants C(Cl)(=O)C(Cl)=O.[CH3:7][O:8][C:9]1[CH:14]=[C:13]([O:15][CH3:16])[CH:12]=[CH:11][C:10]=1[C:17]1[CH:22]=[CH:21][C:20]([C:23]([OH:25])=O)=[CH:19][C:18]=1[CH3:26].O[N:28]=[C:29]([C:31]1[CH:36]=[CH:35][CH:34]=[CH:33][C:32]=1[O:37][CH3:38])[NH2:30].CCN(C(C)C)C(C)C, predict the reaction product. The product is: [CH3:7][O:8][C:9]1[CH:14]=[C:13]([O:15][CH3:16])[CH:12]=[CH:11][C:10]=1[C:17]1[CH:22]=[CH:21][C:20]([C:23]2[O:25][N:30]=[C:29]([C:31]3[CH:36]=[CH:35][CH:34]=[CH:33][C:32]=3[O:37][CH3:38])[N:28]=2)=[CH:19][C:18]=1[CH3:26].